This data is from Full USPTO retrosynthesis dataset with 1.9M reactions from patents (1976-2016). The task is: Predict the reactants needed to synthesize the given product. (1) The reactants are: [CH3:1][C:2]1[CH:7]=[C:6]([N:8]2[CH2:12][CH2:11][C@H:10]([N:13]3[CH2:17][CH2:16][CH2:15][C@@H:14]3[CH3:18])[CH2:9]2)[CH:5]=[CH:4][C:3]=1[NH2:19].[CH3:20][O:21][C:22]([C:24]1([CH2:30][CH:31]=O)[CH2:29][CH2:28][O:27][CH2:26][CH2:25]1)=[O:23].C(O)(=O)C.[BH-](OC(C)=O)(OC(C)=O)OC(C)=O.[Na+].N.CO. Given the product [NH3:8].[CH3:20][OH:21].[CH3:20][O:21][C:22]([C:24]1([CH2:30][CH2:31][NH:19][C:3]2[CH:4]=[CH:5][C:6]([N:8]3[CH2:12][CH2:11][C@H:10]([N:13]4[CH2:17][CH2:16][CH2:15][C@@H:14]4[CH3:18])[CH2:9]3)=[CH:7][C:2]=2[CH3:1])[CH2:25][CH2:26][O:27][CH2:28][CH2:29]1)=[O:23], predict the reactants needed to synthesize it. (2) Given the product [CH3:25][C@H:20]1[NH:21][C@@H:22]([CH3:24])[CH2:23][N:18]([C:16]2[CH:15]=[CH:14][C:13]([O:26][CH3:27])=[C:12]([NH:11][S:8]([C:5]3[CH:6]=[CH:7][C:2]([C:30]4[O:29][CH:33]=[CH:32][CH:31]=4)=[C:3]([F:28])[CH:4]=3)(=[O:10])=[O:9])[CH:17]=2)[CH2:19]1, predict the reactants needed to synthesize it. The reactants are: Br[C:2]1[CH:7]=[CH:6][C:5]([S:8]([NH:11][C:12]2[CH:17]=[C:16]([N:18]3[CH2:23][C@H:22]([CH3:24])[NH:21][C@H:20]([CH3:25])[CH2:19]3)[CH:15]=[CH:14][C:13]=2[O:26][CH3:27])(=[O:10])=[O:9])=[CH:4][C:3]=1[F:28].[O:29]1[CH:33]=[CH:32][CH:31]=[C:30]1B(O)O.CC(C)([O-])C.[K+].B(O)O. (3) Given the product [NH:1]([C:8]([NH:10][C:11]1[CH:12]=[CH:13][C:14]([O:20][CH:21]([C:22]2[CH:23]=[CH:24][CH:25]=[CH:26][CH:27]=2)[C:28]2[CH:29]=[CH:30][CH:31]=[CH:32][CH:33]=2)=[C:15]([CH:19]=1)[C:16]([NH:38][C:34]([CH3:37])([CH3:36])[CH3:35])=[O:17])=[O:9])[C:2]1[CH:7]=[CH:6][CH:5]=[CH:4][CH:3]=1, predict the reactants needed to synthesize it. The reactants are: [NH:1]([C:8]([NH:10][C:11]1[CH:12]=[CH:13][C:14]([O:20][CH:21]([C:28]2[CH:33]=[CH:32][CH:31]=[CH:30][CH:29]=2)[C:22]2[CH:27]=[CH:26][CH:25]=[CH:24][CH:23]=2)=[C:15]([CH:19]=1)[C:16](O)=[O:17])=[O:9])[C:2]1[CH:7]=[CH:6][CH:5]=[CH:4][CH:3]=1.[C:34]([NH2:38])([CH3:37])([CH3:36])[CH3:35].ON1C2C=CC=CC=2N=N1.Cl.C(N=C=NCCCN(C)C)C. (4) Given the product [Br:1][C:2]1[CH:3]=[C:4]2[C:5](=[CH:10][CH:11]=1)[C:6](=[O:7])[NH:14][CH2:12]2, predict the reactants needed to synthesize it. The reactants are: [Br:1][C:2]1[CH:11]=[CH:10][C:5]([C:6](OC)=[O:7])=[C:4]([CH2:12]Br)[CH:3]=1.[NH3:14]. (5) The reactants are: B1C2CCCC1CCC2.[F:10][C:11]1[CH:16]=[CH:15][C:14]([C:17]2([CH:27]([NH:30][S:31]([C:33]([CH3:36])([CH3:35])[CH3:34])=[O:32])[CH:28]=[CH2:29])[CH2:26][CH2:25][C:20]3([O:24][CH2:23][CH2:22][O:21]3)[CH2:19][CH2:18]2)=[CH:13][CH:12]=1.[OH-:37].[Na+].OO.[H-].[Na+].I[CH3:44].[OH-].[NH4+]. Given the product [F:10][C:11]1[CH:16]=[CH:15][C:14]([C:17]2([CH:27]([NH:30][S:31]([C:33]([CH3:36])([CH3:35])[CH3:34])=[O:32])[CH2:28][CH2:29][O:37][CH3:44])[CH2:26][CH2:25][C:20]3([O:24][CH2:23][CH2:22][O:21]3)[CH2:19][CH2:18]2)=[CH:13][CH:12]=1, predict the reactants needed to synthesize it. (6) Given the product [Cl:1][C:2]1[CH:7]=[CH:6][CH:5]=[CH:4][C:3]=1[C@@H:8]1[CH2:22][C:12]2[N:13]=[C:14]([C:16]3[CH:21]=[CH:20][CH:19]=[CH:18][N:17]=3)[O:15][C:11]=2[CH2:10][CH2:9]1, predict the reactants needed to synthesize it. The reactants are: [Cl:1][C:2]1[CH:7]=[CH:6][CH:5]=[CH:4][C:3]=1[CH:8]1[CH2:22][C:12]2[N:13]=[C:14]([C:16]3[CH:21]=[CH:20][CH:19]=[CH:18][N:17]=3)[O:15][C:11]=2[CH2:10][CH2:9]1.C(=O)=O.CCCCCC.C(O)(C)C. (7) The reactants are: [OH:1][C:2]1[C:11]([OH:12])=[C:10]([O:13][CH3:14])[CH:9]=[CH:8][C:3]=1[C:4]([O:6][CH3:7])=[O:5].Br[CH2:16][CH2:17]Br.C([O-])([O-])=O.[K+].[K+]. Given the product [CH3:14][O:13][C:10]1[C:11]2[O:12][CH2:16][CH2:17][O:1][C:2]=2[C:3]([C:4]([O:6][CH3:7])=[O:5])=[CH:8][CH:9]=1, predict the reactants needed to synthesize it. (8) Given the product [C:12]([O:16][C:17](=[O:53])[NH:18][CH2:19][CH2:20][CH2:21][CH2:22][C:23]1[N:24]([CH2:44][CH2:45][O:46][C:47]2[CH:52]=[CH:51][CH:50]=[CH:49][CH:48]=2)[C:25]2[C:34]3[CH:33]=[CH:32][C:31]([O:35][CH2:36][C:37]4[CH:42]=[CH:41][CH:40]=[CH:39][CH:38]=4)=[CH:30][C:29]=3[N+:28]([O-:9])=[CH:27][C:26]=2[N:43]=1)([CH3:15])([CH3:13])[CH3:14], predict the reactants needed to synthesize it. The reactants are: C1C=C(Cl)C=C(C(OO)=[O:9])C=1.[C:12]([O:16][C:17](=[O:53])[NH:18][CH2:19][CH2:20][CH2:21][CH2:22][C:23]1[N:24]([CH2:44][CH2:45][O:46][C:47]2[CH:52]=[CH:51][CH:50]=[CH:49][CH:48]=2)[C:25]2[C:34]3[CH:33]=[CH:32][C:31]([O:35][CH2:36][C:37]4[CH:42]=[CH:41][CH:40]=[CH:39][CH:38]=4)=[CH:30][C:29]=3[N:28]=[CH:27][C:26]=2[N:43]=1)([CH3:15])([CH3:14])[CH3:13]. (9) Given the product [Br:1][C:2]1[CH:3]=[C:4]([CH2:8][C:9]([O:11][CH3:16])=[O:10])[CH:5]=[N:6][CH:7]=1, predict the reactants needed to synthesize it. The reactants are: [Br:1][C:2]1[CH:3]=[C:4]([CH2:8][C:9]([OH:11])=[O:10])[CH:5]=[N:6][CH:7]=1.S(Cl)(Cl)=O.[CH3:16]O. (10) Given the product [C:1]([O:5][C:6]([N:8]1[CH2:12][C@@H:11]([CH2:13][NH:29][CH2:22][C:23]2[CH:28]=[CH:27][CH:26]=[CH:25][CH:24]=2)[C@H:10]([CH2:15][C:16]2[CH:21]=[CH:20][CH:19]=[CH:18][CH:17]=2)[CH2:9]1)=[O:7])([CH3:4])([CH3:3])[CH3:2], predict the reactants needed to synthesize it. The reactants are: [C:1]([O:5][C:6]([N:8]1[CH2:12][C@@H:11]([CH:13]=O)[C@H:10]([CH2:15][C:16]2[CH:21]=[CH:20][CH:19]=[CH:18][CH:17]=2)[CH2:9]1)=[O:7])([CH3:4])([CH3:3])[CH3:2].[CH2:22]([NH2:29])[C:23]1[CH:28]=[CH:27][CH:26]=[CH:25][CH:24]=1.